From a dataset of Full USPTO retrosynthesis dataset with 1.9M reactions from patents (1976-2016). Predict the reactants needed to synthesize the given product. (1) Given the product [N:21]1[C:30]2[C:25](=[CH:26][CH:27]=[CH:28][CH:29]=2)[C:24]([CH:7]2[CH2:12][CH2:11][CH:10]([CH2:13][C:14]([O:16][CH2:17][CH3:18])=[O:15])[CH2:9][CH2:8]2)=[CH:23][CH:22]=1, predict the reactants needed to synthesize it. The reactants are: FC(F)(F)S(O[C:7]1[CH2:12][CH2:11][CH:10]([CH2:13][C:14]([O:16][CH2:17][CH3:18])=[O:15])[CH2:9][CH:8]=1)(=O)=O.[N:21]1[C:30]2[C:25](=[CH:26][CH:27]=[CH:28][CH:29]=2)[C:24](B(O)O)=[CH:23][CH:22]=1. (2) Given the product [Si:1]([O:8][CH:9]1[CH2:10][CH2:11][CH:12]([CH2:15][OH:16])[CH2:13][CH2:14]1)([C:4]([CH3:7])([CH3:6])[CH3:5])([CH3:3])[CH3:2], predict the reactants needed to synthesize it. The reactants are: [Si:1]([O:8][CH:9]1[CH2:14][CH2:13][CH:12]([C:15](OC)=[O:16])[CH2:11][CH2:10]1)([C:4]([CH3:7])([CH3:6])[CH3:5])([CH3:3])[CH3:2].[H-].[Al+3].[Li+].[H-].[H-].[H-].O.[OH-].[K+]. (3) Given the product [CH2:34]([O:33][C:31](=[O:32])[CH2:30][O:21][C:20]1[CH:22]=[CH:23][CH:24]=[CH:25][C:19]=1[C:18]([O:27][CH3:28])=[O:26])[CH3:35], predict the reactants needed to synthesize it. The reactants are: CO/N=C(/C1OCCON=1)\C1C=CC=CC=1O.[C:18]([O:27][CH3:28])(=[O:26])[C:19]1[C:20](=[CH:22][CH:23]=[CH:24][CH:25]=1)[OH:21].Cl[CH2:30][C:31]([O:33][CH2:34][CH3:35])=[O:32].C(=O)([O-])[O-].[K+].[K+].